This data is from Reaction yield outcomes from USPTO patents with 853,638 reactions. The task is: Predict the reaction yield, written as a fraction of the theoretical maximum amount of product (1.0 means a 100% yield; for example, 0.34 means a 34% yield). The reactants are Cl[C:2]1[C:3]2[CH2:17][CH2:16][CH2:15][C:4]=2[N:5]=[C:6]([C:8]2[CH:13]=[CH:12][CH:11]=[C:10]([Cl:14])[CH:9]=2)[N:7]=1.[NH2:18][C:19]1[CH:24]=[CH:23][CH:22]=[CH:21][CH:20]=1. No catalyst specified. The product is [Cl:14][C:10]1[CH:9]=[C:8]([C:6]2[N:7]=[C:2]([NH:18][C:19]3[CH:24]=[CH:23][CH:22]=[CH:21][CH:20]=3)[C:3]3[CH2:17][CH2:16][CH2:15][C:4]=3[N:5]=2)[CH:13]=[CH:12][CH:11]=1. The yield is 0.950.